From a dataset of Forward reaction prediction with 1.9M reactions from USPTO patents (1976-2016). Predict the product of the given reaction. (1) Given the reactants [Cl:1][C:2]1[CH:3]=[CH:4][CH:5]=[C:6]2[C:10]=1[NH:9][C:8](=[O:11])[C:7]2=[O:12].Cl[C:14]1[CH:22]=[CH:21][CH:20]=[C:19]2[C:15]=1[C:16](=O)[C:17](=O)N2, predict the reaction product. The product is: [Cl:1][C:2]1[CH:3]=[CH:4][CH:5]=[C:6]2[C:10]=1[N:9]([CH:16]([C:17]1[CH:4]=[CH:3][CH:2]=[CH:10][CH:6]=1)[C:15]1[CH:19]=[CH:20][CH:21]=[CH:22][CH:14]=1)[C:8](=[O:11])[C:7]2=[O:12]. (2) The product is: [NH:1]1[CH2:2][CH2:3][CH:4]([N:7]2[CH:11]=[C:10]([C:12]3[CH:13]=[C:14]([C:19]4[S:20][C:21]5[CH:27]=[C:26]([O:42][C:43]([F:46])([F:45])[F:44])[CH:25]=[CH:24][C:22]=5[N:23]=4)[C:15]([NH2:18])=[N:16][CH:17]=3)[CH:9]=[N:8]2)[CH2:5][CH2:6]1. Given the reactants [NH:1]1[CH2:6][CH2:5][CH:4]([N:7]2[CH:11]=[C:10]([C:12]3[CH:13]=[C:14]([C:19]4[S:20][C:21]5[CH:27]=[CH:26][CH:25]=[C:24](C(F)(F)F)[C:22]=5[N:23]=4)[C:15]([NH2:18])=[N:16][CH:17]=3)[CH:9]=[N:8]2)[CH2:3][CH2:2]1.ClC1SC2C=C([O:42][C:43]([F:46])([F:45])[F:44])C=CC=2N=1, predict the reaction product. (3) Given the reactants [CH3:1][N:2]1[CH:7]2[CH2:8][CH2:9][CH:3]1[CH2:4][N:5]([C:10]1[N:15]=[N:14][C:13]([C:16]#[C:17][C:18]3[CH:23]=[CH:22][C:21]([NH2:24])=[CH:20][CH:19]=3)=[CH:12][CH:11]=1)[CH2:6]2.[C:25](Cl)(=[O:32])[C:26]1[CH:31]=[CH:30][CH:29]=[CH:28][CH:27]=1.[OH-].[Na+], predict the reaction product. The product is: [CH3:1][N:2]1[CH:7]2[CH2:8][CH2:9][CH:3]1[CH2:4][N:5]([C:10]1[N:15]=[N:14][C:13]([C:16]#[C:17][C:18]3[CH:19]=[CH:20][C:21]([NH:24][C:25](=[O:32])[C:26]4[CH:31]=[CH:30][CH:29]=[CH:28][CH:27]=4)=[CH:22][CH:23]=3)=[CH:12][CH:11]=1)[CH2:6]2. (4) Given the reactants [N+:1]([O-:4])([O-])=[O:2].[Na+].[CH:6]1([C:14]#[N:15])[C:9]2[CH:10]=[CH:11][CH:12]=[CH:13][C:8]=2[CH2:7]1, predict the reaction product. The product is: [N+:1]([C:11]1[CH:12]=[CH:13][C:8]2[CH2:7][CH:6]([C:14]#[N:15])[C:9]=2[CH:10]=1)([O-:4])=[O:2]. (5) Given the reactants [CH2:1]([N:3]1[C:7]2C=CC=[CH:11][C:6]=2[NH:5][C:4]1=[O:12])C.[Cl:13][C:14]1[N:19]=C(NC)C(N)=C[N:15]=1, predict the reaction product. The product is: [Cl:13][C:14]1[N:19]=[C:7]2[C:6]([NH:5][C:4](=[O:12])[N:3]2[CH3:1])=[CH:11][N:15]=1. (6) The product is: [CH2:1]([O:8][C:9]1[CH:14]=[CH:13][NH:12][C:11](=[O:18])[CH:10]=1)[C:2]1[CH:7]=[CH:6][CH:5]=[CH:4][CH:3]=1. Given the reactants [CH2:1]([O:8][C:9]1[CH:14]=[CH:13][N+:12]([O-])=[CH:11][CH:10]=1)[C:2]1[CH:7]=[CH:6][CH:5]=[CH:4][CH:3]=1.C(OC(=O)C)(=[O:18])C, predict the reaction product.